From a dataset of Catalyst prediction with 721,799 reactions and 888 catalyst types from USPTO. Predict which catalyst facilitates the given reaction. (1) Reactant: [F:1][C:2]1[C:7]([C:8]2[CH:9]=[C:10]([CH2:21][N:22](C)[C:23](=O)OC(C)(C)C)[S:11][C:12]=2[S:13]([C:16]2[NH:17][CH:18]=[CH:19][N:20]=2)(=[O:15])=[O:14])=[CH:6][CH:5]=[CH:4][N:3]=1.C(OCC)(=O)C.[ClH:37]. Product: [ClH:37].[F:1][C:2]1[C:7]([C:8]2[CH:9]=[C:10]([CH2:21][NH:22][CH3:23])[S:11][C:12]=2[S:13]([C:16]2[NH:20][CH:19]=[CH:18][N:17]=2)(=[O:15])=[O:14])=[CH:6][CH:5]=[CH:4][N:3]=1. The catalyst class is: 336. (2) Reactant: [OH:1][C:2]1[CH:9]=[CH:8][C:5]([CH:6]=[O:7])=[CH:4][CH:3]=1.[H-].[Na+].Cl[CH2:13][O:14][CH2:15][CH2:16][O:17][CH3:18]. Product: [CH3:13][O:14][CH2:15][CH2:16][O:17][CH2:18][O:1][C:2]1[CH:9]=[CH:8][C:5]([CH:6]=[O:7])=[CH:4][CH:3]=1. The catalyst class is: 1. (3) Product: [CH3:20][CH:19]([CH3:21])[CH2:18][CH:17]([NH:16][C:13]1[CH:12]=[N:11][C:10]([C:8]([NH:7][CH2:6][CH2:5][C:4]([OH:38])=[O:3])=[O:9])=[N:15][CH:14]=1)[C:22]1[CH:27]=[CH:26][C:25]([C:28]2[CH:29]=[CH:30][C:31]([C:34]([F:36])([F:35])[F:37])=[CH:32][CH:33]=2)=[CH:24][CH:23]=1. The catalyst class is: 83. Reactant: C([O:3][C:4](=[O:38])[CH2:5][CH2:6][NH:7][C:8]([C:10]1[N:15]=[CH:14][C:13]([NH:16][CH:17]([C:22]2[CH:27]=[CH:26][C:25]([C:28]3[CH:33]=[CH:32][C:31]([C:34]([F:37])([F:36])[F:35])=[CH:30][CH:29]=3)=[CH:24][CH:23]=2)[CH2:18][CH:19]([CH3:21])[CH3:20])=[CH:12][N:11]=1)=[O:9])C.FC(F)(F)C1C=CC(C2N=CC(NC(C3C=CC(C(NCCC(O)=O)=O)=CC=3)CCC)=CN=2)=CC=1.[OH-].[Na+].Cl. (4) Reactant: [C:1]([O:5][C:6]([NH:8][C@:9]1([C:14]([OH:16])=O)[CH2:11][C@H:10]1[CH:12]=[CH2:13])=[O:7])([CH3:4])([CH3:3])[CH3:2].C(N1C=CN=C1)(N1C=CN=C1)=O.[CH3:29][O:30][CH2:31][C:32]1([S:35]([NH2:38])(=[O:37])=[O:36])[CH2:34][CH2:33]1.C1CCN2C(=NCCC2)CC1. Product: [C:1]([O:5][C:6](=[O:7])[NH:8][C@:9]1([C:14](=[O:16])[NH:38][S:35]([C:32]2([CH2:31][O:30][CH3:29])[CH2:34][CH2:33]2)(=[O:37])=[O:36])[CH2:11][C@H:10]1[CH:12]=[CH2:13])([CH3:2])([CH3:3])[CH3:4]. The catalyst class is: 1. (5) Reactant: [F:1][C:2]1[CH:3]=[CH:4][C:5]([O:19][CH3:20])=[C:6]([C:8]([CH3:18])([CH3:17])[CH2:9][C:10]2([C:13]([F:16])([F:15])[F:14])[CH2:12][O:11]2)[CH:7]=1.[NH2:21][C:22]1[CH:30]=[CH:29][CH:28]=[C:27]2[C:23]=1[CH:24]=[N:25][N:26]2[C:31]1[CH:32]=[C:33]([CH:38]=[CH:39][CH:40]=1)[C:34]([O:36][CH3:37])=[O:35]. Product: [F:1][C:2]1[CH:3]=[CH:4][C:5]([O:19][CH3:20])=[C:6]([C:8]([CH3:18])([CH3:17])[CH2:9][C:10]([OH:11])([C:13]([F:16])([F:15])[F:14])[CH2:12][NH:21][C:22]2[CH:30]=[CH:29][CH:28]=[C:27]3[C:23]=2[CH:24]=[N:25][N:26]3[C:31]2[CH:32]=[C:33]([CH:38]=[CH:39][CH:40]=2)[C:34]([O:36][CH3:37])=[O:35])[CH:7]=1. The catalyst class is: 376. (6) Reactant: [Br:1][C:2]1[CH:3]=[CH:4][C:5]([N:8]2[CH:12]=[C:11]([CH2:13][CH2:14][CH2:15][OH:16])[C:10]([CH:17]([CH3:19])[CH3:18])=[N:9]2)=[N:6][CH:7]=1.[CH2:20]([C:22]1[C:23](O)=[C:24]([CH2:28][C:29]([O:31][CH3:32])=[O:30])[CH:25]=[CH:26][CH:27]=1)[CH3:21].C(P(CCCC)CCCC)CCC.N(C(N1CCCCC1)=O)=NC(N1CCCCC1)=O. Product: [Br:1][C:2]1[CH:3]=[CH:4][C:5]([N:8]2[CH:12]=[C:11]([CH2:13][CH2:14][CH2:15][O:16][C:23]3[C:22]([CH2:20][CH3:21])=[CH:27][CH:26]=[CH:25][C:24]=3[CH2:28][C:29]([O:31][CH3:32])=[O:30])[C:10]([CH:17]([CH3:19])[CH3:18])=[N:9]2)=[N:6][CH:7]=1. The catalyst class is: 7. (7) Reactant: [CH3:1][N:2]([CH2:4][C:5]1[CH:10]=[CH:9][C:8]([CH:11]2[CH:20]([C:21]3[CH:26]=[CH:25][C:24]([CH2:27][CH3:28])=[CH:23][CH:22]=3)[C:19](=O)[C:18]3[C:17]([C:30](OCC)=O)=[CH:16][CH:15]=[CH:14][C:13]=3[NH:12]2)=[CH:7][CH:6]=1)[CH3:3].[OH2:35].[NH2:36][NH2:37]. Product: [CH3:1][N:2]([CH2:4][C:5]1[CH:6]=[CH:7][C:8]([CH:11]2[NH:12][C:13]3[C:18]4[C:19](=[N:36][NH:37][C:30](=[O:35])[C:17]=4[CH:16]=[CH:15][CH:14]=3)[CH:20]2[C:21]2[CH:26]=[CH:25][C:24]([CH2:27][CH3:28])=[CH:23][CH:22]=2)=[CH:9][CH:10]=1)[CH3:3]. The catalyst class is: 5. (8) Reactant: [F:1][C:2]1[CH:11]=[CH:10][C:5]([C:6]([O:8][CH3:9])=[O:7])=[C:4]([OH:12])[CH:3]=1.[CH2:13](Br)[C:14]1[CH:19]=[CH:18][CH:17]=[CH:16][CH:15]=1.C(=O)([O-])[O-].[Cs+].[Cs+]. Product: [CH2:13]([O:12][C:4]1[CH:3]=[C:2]([F:1])[CH:11]=[CH:10][C:5]=1[C:6]([O:8][CH3:9])=[O:7])[C:14]1[CH:19]=[CH:18][CH:17]=[CH:16][CH:15]=1. The catalyst class is: 869. (9) Reactant: [CH3:1][S:2]([OH:5])(=[O:4])=[O:3].[OH-].[Cu+2:7].[OH-]. Product: [CH3:1][S:2]([O-:5])(=[O:4])=[O:3].[Cu+2:7].[CH3:1][S:2]([O-:5])(=[O:4])=[O:3]. The catalyst class is: 8.